Dataset: Full USPTO retrosynthesis dataset with 1.9M reactions from patents (1976-2016). Task: Predict the reactants needed to synthesize the given product. The reactants are: [Br:1][C:2]1[N:3]=[C:4]([O:9][CH3:10])[C:5]([NH2:8])=[N:6][CH:7]=1.[Cl:11][C:12]1[CH:13]=[C:14]([S:19](Cl)(=[O:21])=[O:20])[CH:15]=[CH:16][C:17]=1[Cl:18]. Given the product [Br:1][C:2]1[N:3]=[C:4]([O:9][CH3:10])[C:5]([NH:8][S:19]([C:14]2[CH:15]=[CH:16][C:17]([Cl:18])=[C:12]([Cl:11])[CH:13]=2)(=[O:21])=[O:20])=[N:6][CH:7]=1, predict the reactants needed to synthesize it.